Dataset: Reaction yield outcomes from USPTO patents with 853,638 reactions. Task: Predict the reaction yield, written as a fraction of the theoretical maximum amount of product (1.0 means a 100% yield; for example, 0.34 means a 34% yield). (1) The reactants are [Br:1][C:2]1[CH:3]=[C:4]([C:8]([NH:10][CH2:11][CH2:12][CH:13]=O)=[O:9])[NH:5][C:6]=1[Br:7]. The catalyst is CS(O)(=O)=O.CCOCC. The product is [Br:7][C:6]1[NH:5][C:4]2[C:8](=[O:9])[NH:10][CH2:11][CH:12]=[CH:13][C:3]=2[C:2]=1[Br:1]. The yield is 0.800. (2) The reactants are [C:1]([O-:4])([O-])=O.[K+].[K+].[Cl:7][C:8]1[C:18]2[N:17]3[CH2:19][CH2:20][CH2:21][C@@H:22]([NH:23][C:24](=O)[C:25](F)(F)F)[C@H:16]3[C:15]3[CH:30]=[CH:31][CH:32]=[CH:33][C:14]=3[O:13][C:12]=2[CH:11]=[CH:10][C:9]=1[Cl:34]. The catalyst is CO.O. The product is [Cl:7][C:8]1[C:18]2[N:17]3[CH2:19][CH2:20][CH2:21][C@@H:22]([NH:23][CH2:24][CH2:25][O:4][CH3:1])[C@H:16]3[C:15]3[CH:30]=[CH:31][CH:32]=[CH:33][C:14]=3[O:13][C:12]=2[CH:11]=[CH:10][C:9]=1[Cl:34]. The yield is 1.00. (3) The reactants are [N+:1]([C:4]1[CH:30]=[CH:29][C:7]([N:8]([CH2:19][CH2:20][O:21][Si:22]([C:25]([CH3:28])([CH3:27])[CH3:26])([CH3:24])[CH3:23])[CH2:9][CH2:10][O:11][Si:12]([C:15]([CH3:18])([CH3:17])[CH3:16])([CH3:14])[CH3:13])=[CH:6][CH:5]=1)([O-])=O. The catalyst is C1COCC1.[Pd]. The product is [NH2:1][C:4]1[CH:30]=[CH:29][C:7]([N:8]([CH2:9][CH2:10][O:11][Si:12]([C:15]([CH3:18])([CH3:17])[CH3:16])([CH3:14])[CH3:13])[CH2:19][CH2:20][O:21][Si:22]([C:25]([CH3:27])([CH3:28])[CH3:26])([CH3:24])[CH3:23])=[CH:6][CH:5]=1. The yield is 0.950. (4) The reactants are C[N:2]([CH3:6])[C:3]([NH2:5])=[S:4].C1(C)C=CC=CC=1.[C:14](=O)([O-])[O-].[Na+].[Na+].Cl[C:21]([O:23][CH3:24])=[O:22]. The catalyst is O. The product is [CH3:6][N:2]([C:3](=[S:4])[NH:5][CH3:14])[C:21](=[O:22])[O:23][CH3:24]. The yield is 0.903. (5) The reactants are [C:1]1([CH:7]2[NH:12][CH2:11][CH2:10][N:9]([C:13]([O:15][C:16]([CH3:19])([CH3:18])[CH3:17])=[O:14])[CH2:8]2)[CH:6]=[CH:5][CH:4]=[CH:3][CH:2]=1.Cl[C:21]([O:23][CH2:24][C:25]1[CH:30]=[CH:29][CH:28]=[CH:27][CH:26]=1)=[O:22].C(N(C(C)C)CC)(C)C. The product is [C:1]1([CH:7]2[CH2:8][N:9]([C:13]([O:15][C:16]([CH3:19])([CH3:18])[CH3:17])=[O:14])[CH2:10][CH2:11][N:12]2[C:21]([O:23][CH2:24][C:25]2[CH:30]=[CH:29][CH:28]=[CH:27][CH:26]=2)=[O:22])[CH:2]=[CH:3][CH:4]=[CH:5][CH:6]=1. The catalyst is O1CCOCC1.C(OCC)(=O)C. The yield is 0.590. (6) The reactants are C1(N2CC[O:9]CC2)CCCC=1.[CH3:12][O:13][C:14]1[CH:15]=[C:16]([CH:19]=[CH:20][C:21]=1[O:22][CH3:23])[CH:17]=O.Cl.[CH:25]1[CH:30]=[CH:29][CH:28]=[CH:27]C=1. No catalyst specified. The product is [CH3:12][O:13][C:14]1[CH:15]=[C:16]([CH:19]=[CH:20][C:21]=1[O:22][CH3:23])[CH:17]=[C:27]1[CH2:28][CH2:29][CH2:30][C:25]1=[O:9]. The yield is 0.693. (7) The catalyst is CN(C=O)C. The product is [Br:1][C:13]1[S:9][C:10]([C:14]2([C:20]#[N:21])[CH2:19][CH2:18][CH2:17][CH2:16][CH2:15]2)=[N:11][CH:12]=1. The yield is 0.227. The reactants are [Br:1]N1C(=O)CCC1=O.[S:9]1[CH:13]=[CH:12][N:11]=[C:10]1[C:14]1([C:20]#[N:21])[CH2:19][CH2:18][CH2:17][CH2:16][CH2:15]1.[O-]S([O-])(=S)=O.[Na+].[Na+]. (8) The reactants are [CH2:1]([O:3][C:4](=[O:22])[C:5]1[CH:10]=[C:9]([N+:11]([O-])=O)[CH:8]=[C:7]([N+]([O-])=O)[C:6]=1[CH:17]=[CH:18][N:19](C)C)[CH3:2].Cl[Sn]Cl. The catalyst is C(O)C. The product is [CH2:1]([O:3][C:4]([C:5]1[C:6]2[CH:17]=[CH:18][NH:19][C:7]=2[CH:8]=[C:9]([NH2:11])[CH:10]=1)=[O:22])[CH3:2]. The yield is 0.400. (9) The reactants are [NH:1]1[C:9]2[C:4](=[CH:5][C:6]([NH:10][C:11]3[C:12]4[CH2:24][O:23][CH2:22][CH2:21][C:13]=4[N:14]=[C:15](S(C)(=O)=O)[N:16]=3)=[CH:7][CH:8]=2)[CH:3]=[N:2]1.[CH3:25][O:26][C:27]1[CH:28]=[C:29]2[C:33](=[CH:34][CH:35]=1)[CH2:32][NH:31][CH2:30]2. The catalyst is O1CCOCC1. The product is [NH:1]1[C:9]2[C:4](=[CH:5][C:6]([NH:10][C:11]3[C:12]4[CH2:24][O:23][CH2:22][CH2:21][C:13]=4[N:14]=[C:15]([N:31]4[CH2:30][C:29]5[C:33](=[CH:34][CH:35]=[C:27]([O:26][CH3:25])[CH:28]=5)[CH2:32]4)[N:16]=3)=[CH:7][CH:8]=2)[CH:3]=[N:2]1. The yield is 0.0723. (10) The reactants are [CH2:1]1[C:9]2[C:4](=[CH:5][CH:6]=[CH:7][CH:8]=2)[CH2:3][CH:2]1[C@H:10]1[NH:15][C:14](=[O:16])[C@@H:13]([CH:17]([CH2:20][CH3:21])[CH2:18][CH3:19])[N:12]([CH2:22][C:23]2[CH:31]=[CH:30][C:29]([S:32]([CH3:35])(=[O:34])=[O:33])=[CH:28][C:24]=2[C:25](O)=[O:26])[C:11]1=[O:36].CN(C(ON1N=NC2C=CC=NC1=2)=[N+](C)C)C.F[P-](F)(F)(F)(F)F.[NH:61]1[CH2:65][CH2:64][CH2:63][CH2:62]1.C(N(C(C)C)CC)(C)C. The catalyst is C(#N)C. The product is [CH2:1]1[C:9]2[C:4](=[CH:5][CH:6]=[CH:7][CH:8]=2)[CH2:3][CH:2]1[C@H:10]1[NH:15][C:14](=[O:16])[C@@H:13]([CH:17]([CH2:18][CH3:19])[CH2:20][CH3:21])[N:12]([CH2:22][C:23]2[CH:31]=[CH:30][C:29]([S:32]([CH3:35])(=[O:34])=[O:33])=[CH:28][C:24]=2[C:25]([N:61]2[CH2:65][CH2:64][CH2:63][CH2:62]2)=[O:26])[C:11]1=[O:36]. The yield is 0.160.